From a dataset of Full USPTO retrosynthesis dataset with 1.9M reactions from patents (1976-2016). Predict the reactants needed to synthesize the given product. (1) Given the product [C:31]([O:30][C:28]([N:25]1[CH2:26][CH2:27][CH:22]([CH2:21][CH2:20][CH2:19][O:8][C:6]2[CH:5]=[CH:4][C:3]([CH2:9][C:10]([N:12]3[CH2:13][CH2:14][O:15][CH2:16][CH2:17]3)=[S:11])=[C:2]([F:1])[CH:7]=2)[CH2:23][CH2:24]1)=[O:29])([CH3:34])([CH3:33])[CH3:32], predict the reactants needed to synthesize it. The reactants are: [F:1][C:2]1[CH:7]=[C:6]([OH:8])[CH:5]=[CH:4][C:3]=1[CH2:9][C:10]([N:12]1[CH2:17][CH2:16][O:15][CH2:14][CH2:13]1)=[S:11].O[CH2:19][CH2:20][CH2:21][CH:22]1[CH2:27][CH2:26][N:25]([C:28]([O:30][C:31]([CH3:34])([CH3:33])[CH3:32])=[O:29])[CH2:24][CH2:23]1. (2) Given the product [CH:1]1([N:4]2[C:12]3[C:7](=[CH:8][CH:9]=[C:10]([C:13]([NH:15][NH:16][C:22](=[O:23])[C:21]([F:32])([F:31])[F:20])=[O:14])[CH:11]=3)[C:6]([CH3:17])([CH3:18])[C:5]2=[O:19])[CH2:2][CH2:3]1, predict the reactants needed to synthesize it. The reactants are: [CH:1]1([N:4]2[C:12]3[C:7](=[CH:8][CH:9]=[C:10]([C:13]([NH:15][NH2:16])=[O:14])[CH:11]=3)[C:6]([CH3:18])([CH3:17])[C:5]2=[O:19])[CH2:3][CH2:2]1.[F:20][C:21]([F:32])([F:31])[C:22](O[C:22](=[O:23])[C:21]([F:32])([F:31])[F:20])=[O:23]. (3) Given the product [CH3:1][C:2]1[CH:9]=[CH:8][C:7]([CH3:10])=[CH:6][C:3]=1[CH2:4][N:5]1[C:14](=[O:15])[C:13]2[C:12](=[CH:20][CH:19]=[CH:18][CH:17]=2)[C:11]1=[O:16], predict the reactants needed to synthesize it. The reactants are: [CH3:1][C:2]1[CH:9]=[CH:8][C:7]([CH3:10])=[CH:6][C:3]=1[CH2:4][NH2:5].[C:11]1(=O)[O:16][C:14](=[O:15])[C:13]2=[CH:17][CH:18]=[CH:19][CH:20]=[C:12]12. (4) Given the product [CH2:1]([N:5]1[C:23](=[O:29])[C:24](=[C:30]2[S:32][CH2:43][CH2:42][CH2:41][S:31]2)[C:25](=[O:27])[N:12]([C:11]2[C:7]([CH3:6])=[N:8][O:9][C:10]=2[CH3:15])[C:13]1=[O:14])[CH2:2][CH2:3][CH3:4], predict the reactants needed to synthesize it. The reactants are: [CH2:1]([NH2:5])[CH2:2][CH2:3][CH3:4].[CH3:6][C:7]1[C:11]([N:12]=[C:13]=[O:14])=[C:10]([CH3:15])[O:9][N:8]=1.CC(OC(C)=O)=O.[C:23]([OH:29])(=O)[CH2:24][C:25]([OH:27])=O.[C:30](=[S:32])=[S:31].C(N(CC)CC)C.Br[CH2:41][CH2:42][CH2:43]Br. (5) Given the product [NH2:4][C@:5]1([CH2:22][OH:23])[CH2:10][CH2:9][N:8]([C:11]([O:13][CH2:14][C:15]2[CH:20]=[CH:19][CH:18]=[CH:17][CH:16]=2)=[O:12])[C@@H:7]([CH3:21])[CH2:6]1, predict the reactants needed to synthesize it. The reactants are: [BH4-].[Na+].Cl.[NH2:4][C@:5]1([C:22](OC)=[O:23])[CH2:10][CH2:9][N:8]([C:11]([O:13][CH2:14][C:15]2[CH:20]=[CH:19][CH:18]=[CH:17][CH:16]=2)=[O:12])[C@@H:7]([CH3:21])[CH2:6]1.Cl.